Dataset: Forward reaction prediction with 1.9M reactions from USPTO patents (1976-2016). Task: Predict the product of the given reaction. (1) Given the reactants [C:9](O[C:9]([O:11][C:12]([CH3:15])([CH3:14])[CH3:13])=[O:10])([O:11][C:12]([CH3:15])([CH3:14])[CH3:13])=[O:10].[Cl:16][C:17]1[CH:25]=[C:24]([F:26])[C:23]([Cl:27])=[CH:22][C:18]=1C(O)=O.CN(C1C=CC=CN=1)C, predict the reaction product. The product is: [Cl:16][C:17]1[CH:25]=[C:24]([F:26])[C:23]([Cl:27])=[CH:22][C:18]=1[C:9]([O:11][C:12]([CH3:13])([CH3:14])[CH3:15])=[O:10]. (2) The product is: [Br:1][C:2]1[CH:3]=[CH:4][C:5]([C:8]2[N:13]=[C:12]([S:14][CH2:15][CH3:16])[N:11]3[CH:19]=[CH:20][N:17]=[C:10]3[CH:9]=2)=[CH:6][CH:7]=1. Given the reactants [Br:1][C:2]1[CH:7]=[CH:6][C:5]([C:8]2[N:13]=[C:12]([S:14][CH2:15][CH3:16])[N:11]=[C:10]([NH2:17])[CH:9]=2)=[CH:4][CH:3]=1.Br[CH2:19][CH:20](OC)OC, predict the reaction product. (3) Given the reactants [CH2:1]([O:3][C:4]([C:6]1[C:7]([CH3:25])=[N:8][C:9]([NH:13][CH2:14]/[CH:15]=[CH:16]/[C:17]2[CH:22]=[CH:21][C:20]([CH3:23])=[C:19]([OH:24])[CH:18]=2)=[N:10][C:11]=1[CH3:12])=[O:5])[CH3:2], predict the reaction product. The product is: [CH2:1]([O:3][C:4]([C:6]1[C:7]([CH3:25])=[N:8][C:9]([NH:13][CH2:14][CH2:15][CH2:16][C:17]2[CH:22]=[CH:21][C:20]([CH3:23])=[C:19]([OH:24])[CH:18]=2)=[N:10][C:11]=1[CH3:12])=[O:5])[CH3:2]. (4) Given the reactants Cl.[CH3:2][C:3]1[CH:17]=[C:6]2[C:7]3[CH:13]([CH2:14][CH2:15][NH2:16])[CH2:12][CH2:11][C:8]=3[CH:9]=[CH:10][N:5]2[N:4]=1.C(N(CC)CC)C.[C:25](OC(=O)C)(=[O:27])[CH3:26], predict the reaction product. The product is: [CH3:2][C:3]1[CH:17]=[C:6]2[C:7]3[CH:13]([CH2:14][CH2:15][NH:16][C:25](=[O:27])[CH3:26])[CH2:12][CH2:11][C:8]=3[CH:9]=[CH:10][N:5]2[N:4]=1. (5) The product is: [Cl:1][C:2]1[CH:3]=[C:4]2[C:9](=[CH:10][C:11]=1[O:12][CH3:13])[N+:8]([O-:14])=[CH:7][CH:6]=[CH:5]2. Given the reactants [Cl:1][C:2]1[CH:3]=[C:4]2[C:9](=[CH:10][C:11]=1[O:12][CH3:13])[N:8]=[CH:7][CH:6]=[CH:5]2.[OH:14]O, predict the reaction product. (6) Given the reactants [OH:1][C:2]1[CH:9]=[CH:8][C:5]([CH:6]=[O:7])=[CH:4][C:3]=1[O:10][CH3:11].C(=O)([O-])[O-].[Li+].[Li+].F[C:19]1[CH:26]=[CH:25][C:24]([C:27]([F:30])([F:29])[F:28])=[CH:23][C:20]=1[C:21]#[N:22].O, predict the reaction product. The product is: [CH:6]([C:5]1[CH:8]=[CH:9][C:2]([O:1][C:19]2[CH:26]=[CH:25][C:24]([C:27]([F:28])([F:30])[F:29])=[CH:23][C:20]=2[C:21]#[N:22])=[C:3]([O:10][CH3:11])[CH:4]=1)=[O:7]. (7) Given the reactants Cl.[CH2:2]([O:4][C:5]([C:7]1[C:11]2[CH2:12][NH:13][CH2:14][CH2:15][C:10]=2[O:9][N:8]=1)=[O:6])[CH3:3].C(N(CC)CC)C.[C:23](O[C:23]([O:25][C:26]([CH3:29])([CH3:28])[CH3:27])=[O:24])([O:25][C:26]([CH3:29])([CH3:28])[CH3:27])=[O:24], predict the reaction product. The product is: [C:26]([O:25][C:23]([N:13]1[CH2:14][CH2:15][C:10]2[O:9][N:8]=[C:7]([C:5]([O:4][CH2:2][CH3:3])=[O:6])[C:11]=2[CH2:12]1)=[O:24])([CH3:29])([CH3:28])[CH3:27].